From a dataset of Catalyst prediction with 721,799 reactions and 888 catalyst types from USPTO. Predict which catalyst facilitates the given reaction. (1) Reactant: Br[C:2]1[CH:3]=[N:4][C:5]([Cl:8])=[N:6][CH:7]=1.[CH:9]1[C:18]2[C:13](=[CH:14][CH:15]=[CH:16][CH:17]=2)[CH:12]=[CH:11][C:10]=1B(O)O.[F-].[K+]. Product: [Cl:8][C:5]1[N:4]=[CH:3][C:2]([C:11]2[CH:10]=[CH:9][C:18]3[C:13](=[CH:14][CH:15]=[CH:16][CH:17]=3)[CH:12]=2)=[CH:7][N:6]=1. The catalyst class is: 110. (2) Reactant: [C:1]([Cl:4])(Cl)=[O:2].[CH:5]1([N:11]2[C:15]([CH3:17])([CH3:16])[CH2:14][NH:13][C:12]2=[O:18])[CH2:10][CH2:9][CH2:8][CH2:7][CH2:6]1.N1C=CC=CC=1. Product: [CH:5]1([N:11]2[C:15]([CH3:16])([CH3:17])[CH2:14][N:13]([C:1]([Cl:4])=[O:2])[C:12]2=[O:18])[CH2:6][CH2:7][CH2:8][CH2:9][CH2:10]1. The catalyst class is: 2. (3) Reactant: [Cl:1][C:2]1[CH:10]=[CH:9][CH:8]=[C:7]([F:11])[C:3]=1[C:4](Cl)=[O:5].[NH2:12][C:13]1[N:17]([C:18]2[CH:23]=[CH:22][C:21]([F:24])=[CH:20][CH:19]=2)[N:16]=[CH:15][C:14]=1[C:25]([NH:27][CH2:28][C:29]([CH2:35][NH2:36])([OH:34])[C:30]([F:33])([F:32])[F:31])=[O:26].C(N(C(C)C)CC)(C)C. Product: [NH2:12][C:13]1[N:17]([C:18]2[CH:19]=[CH:20][C:21]([F:24])=[CH:22][CH:23]=2)[N:16]=[CH:15][C:14]=1[C:25]([NH:27][CH2:28][C:29]([CH2:35][NH:36][C:4]([C:3]1[C:7]([F:11])=[CH:8][CH:9]=[CH:10][C:2]=1[Cl:1])=[O:5])([OH:34])[C:30]([F:33])([F:32])[F:31])=[O:26]. The catalyst class is: 217. (4) Reactant: [OH:1][C:2]1[CH:3]=[C:4]([CH:7]=[CH:8][C:9]=1[O:10][CH3:11])[CH:5]=[O:6].Br[CH2:13][CH2:14][CH2:15][CH3:16].C([O-])([O-])=O.[K+].[K+]. Product: [CH2:13]([O:1][C:2]1[CH:3]=[C:4]([CH:7]=[CH:8][C:9]=1[O:10][CH3:11])[CH:5]=[O:6])[CH2:14][CH2:15][CH3:16]. The catalyst class is: 3. (5) Reactant: [Cl:1][C:2]1[C:3]([O:12][C:13]2[CH:18]=[C:17]([O:19][CH2:20][CH2:21][O:22][CH:23]([CH3:25])[CH3:24])[CH:16]=[CH:15][C:14]=2[CH2:26][CH2:27][CH2:28][OH:29])=[N:4][CH:5]=[C:6]([C:8]([F:11])([F:10])[F:9])[CH:7]=1.[CH2:30]([N:32]1[C:36]([CH2:37][CH2:38][C:39]([O:41]CC)=[O:40])=[CH:35][C:34](O)=[N:33]1)[CH3:31].C(P(CCCC)CCCC)CCC.N(C(N1CCCCC1)=O)=NC(N1CCCCC1)=O.O1CCCC1CO.[OH-].[Na+].Cl. Product: [Cl:1][C:2]1[C:3]([O:12][C:13]2[CH:18]=[C:17]([O:19][CH2:20][CH2:21][O:22][CH:23]([CH3:24])[CH3:25])[CH:16]=[CH:15][C:14]=2[CH2:26][CH2:27][CH2:28][O:29][C:34]2[CH:35]=[C:36]([CH2:37][CH2:38][C:39]([OH:41])=[O:40])[N:32]([CH2:30][CH3:31])[N:33]=2)=[N:4][CH:5]=[C:6]([C:8]([F:9])([F:11])[F:10])[CH:7]=1. The catalyst class is: 7.